This data is from CYP1A2 inhibition data for predicting drug metabolism from PubChem BioAssay. The task is: Regression/Classification. Given a drug SMILES string, predict its absorption, distribution, metabolism, or excretion properties. Task type varies by dataset: regression for continuous measurements (e.g., permeability, clearance, half-life) or binary classification for categorical outcomes (e.g., BBB penetration, CYP inhibition). Dataset: cyp1a2_veith. The compound is Cn1cc(C(=O)c2cccc(Cl)c2Cl)cc1C(=O)O. The result is 0 (non-inhibitor).